From a dataset of Blood-brain barrier permeability classification from the B3DB database. Regression/Classification. Given a drug SMILES string, predict its absorption, distribution, metabolism, or excretion properties. Task type varies by dataset: regression for continuous measurements (e.g., permeability, clearance, half-life) or binary classification for categorical outcomes (e.g., BBB penetration, CYP inhibition). Dataset: b3db_classification. (1) The molecule is CCOC[C@@]1(N)[C@@H](S(=O)(=O)c2ccccc2)[C@@H]1c1ccc(OC)cc1. The result is 0 (does not penetrate BBB). (2) The molecule is N#Cc1ccc2c(c1)N(CCCN1CCC(O)CC1)c1ccccc1S2. The result is 1 (penetrates BBB).